From a dataset of Forward reaction prediction with 1.9M reactions from USPTO patents (1976-2016). Predict the product of the given reaction. (1) Given the reactants [CH3:1][O:2][C:3]1[CH:4]=[C:5]([C:9]2[O:10][CH2:11][C:12](=[O:14])[N:13]=2)[CH:6]=[CH:7][CH:8]=1.N1C(C)=CC=CC=1C.[O:23](S(C(F)(F)F)(=O)=O)[S:24]([C:27]([F:30])([F:29])[F:28])(=O)=[O:25], predict the reaction product. The product is: [F:28][C:27]([F:30])([F:29])[S:24]([O:14][C:12]1[N:13]=[C:9]([C:5]2[CH:6]=[CH:7][CH:8]=[C:3]([O:2][CH3:1])[CH:4]=2)[O:10][CH:11]=1)(=[O:25])=[O:23]. (2) Given the reactants [C:1]1([CH:6]=O)([CH:4]=[O:5])[CH2:3][CH2:2]1.[CH2:8]([OH:10])[CH3:9].C([O-])([O-])O[CH2:13][CH3:14].C(=O)(O)[O-].[Na+].[CH2:22]([NH2:29])[C:23]1[CH:28]=[CH:27][CH:26]=[CH:25][CH:24]=1.[C-:30]#[N:31].[K+].S(=O)(O)[O-].[Na+], predict the reaction product. The product is: [CH2:22]([NH:29][CH:6]([C:1]1([CH:4]([O:5][CH2:13][CH3:14])[O:10][CH2:8][CH3:9])[CH2:2][CH2:3]1)[C:30]#[N:31])[C:23]1[CH:28]=[CH:27][CH:26]=[CH:25][CH:24]=1. (3) Given the reactants [H-].[Na+].[C:3]1([CH2:9][CH2:10][CH:11]([OH:13])[CH3:12])[CH:8]=[CH:7][CH:6]=[CH:5][CH:4]=1.[CH3:14][O:15][C:16]1[CH:25]=[CH:24][C:19]([CH:20]=[CH:21][CH2:22]Br)=[CH:18][CH:17]=1.CCCCCC.C(Cl)Cl.CCOC(C)=O, predict the reaction product. The product is: [CH3:14][O:15][C:16]1[CH:25]=[CH:24][C:19](/[CH:20]=[CH:21]/[CH2:22][O:13][CH:11]([CH2:10][CH2:9][C:3]2[CH:8]=[CH:7][CH:6]=[CH:5][CH:4]=2)[CH3:12])=[CH:18][CH:17]=1.